From a dataset of Full USPTO retrosynthesis dataset with 1.9M reactions from patents (1976-2016). Predict the reactants needed to synthesize the given product. (1) Given the product [O:1]1[C:5]2[CH:6]=[CH:7][CH:8]=[CH:9][C:4]=2[C:3]([NH:10][C:11]([N:13]2[CH2:18][CH2:17][N:16]([CH2:28][C:27]3[CH:30]=[CH:31][CH:32]=[C:25]([O:24][C:23]4[CH:33]=[CH:34][C:20]([Cl:19])=[CH:21][CH:22]=4)[CH:26]=3)[CH2:15][CH2:14]2)=[O:12])=[N:2]1, predict the reactants needed to synthesize it. The reactants are: [O:1]1[C:5]2[CH:6]=[CH:7][CH:8]=[CH:9][C:4]=2[C:3]([NH:10][C:11]([N:13]2[CH2:18][CH2:17][NH:16][CH2:15][CH2:14]2)=[O:12])=[N:2]1.[Cl:19][C:20]1[CH:34]=[CH:33][C:23]([O:24][C:25]2[CH:26]=[C:27]([CH:30]=[CH:31][CH:32]=2)[CH:28]=O)=[CH:22][CH:21]=1.CCN(CC)CC. (2) The reactants are: [NH2:1][CH2:2][CH2:3][CH2:4][OH:5].Cl[C:7]([C:20]1[CH:25]=[CH:24][CH:23]=[CH:22][CH:21]=1)([C:14]1[CH:19]=[CH:18][CH:17]=[CH:16][CH:15]=1)[C:8]1[CH:13]=[CH:12][CH:11]=[CH:10][CH:9]=1.C(N(CC)CC)C. Given the product [OH:5][CH2:4][CH2:3][CH2:2][NH:1][C:7]([C:8]1[CH:13]=[CH:12][CH:11]=[CH:10][CH:9]=1)([C:20]1[CH:21]=[CH:22][CH:23]=[CH:24][CH:25]=1)[C:14]1[CH:15]=[CH:16][CH:17]=[CH:18][CH:19]=1, predict the reactants needed to synthesize it.